This data is from Full USPTO retrosynthesis dataset with 1.9M reactions from patents (1976-2016). The task is: Predict the reactants needed to synthesize the given product. (1) Given the product [O:9]1[CH2:14][CH2:13][O:12][C:11]2[CH:15]=[C:16]([C:19]3[NH:1][C:2]4[N:6]([N:5]=[CH:4][C:3]=4[C:7]#[N:8])[C:21](=[O:22])[CH:20]=3)[CH:17]=[CH:18][C:10]1=2, predict the reactants needed to synthesize it. The reactants are: [NH2:1][C:2]1[NH:6][N:5]=[CH:4][C:3]=1[C:7]#[N:8].[O:9]1[CH2:14][CH2:13][O:12][C:11]2[CH:15]=[C:16]([C:19](=O)[CH2:20][C:21](OCC)=[O:22])[CH:17]=[CH:18][C:10]1=2. (2) Given the product [Cl:1][C:2]1[C:7]([O:8][C:21]2[N:26]=[CH:25][CH:24]=[CH:23][N:22]=2)=[CH:6][C:5]([C:9]2[C:10](=[O:18])[N:11]([CH3:17])[C:12](=[S:16])[N:13]([CH3:15])[N:14]=2)=[C:4]([F:19])[CH:3]=1, predict the reactants needed to synthesize it. The reactants are: [Cl:1][C:2]1[C:7]([OH:8])=[CH:6][C:5]([C:9]2[C:10](=[O:18])[N:11]([CH3:17])[C:12](=[S:16])[N:13]([CH3:15])[N:14]=2)=[C:4]([F:19])[CH:3]=1.Cl[C:21]1[N:26]=[CH:25][CH:24]=[CH:23][N:22]=1.C(=O)([O-])[O-].[K+].[K+].CC(=O)CC.